This data is from Catalyst prediction with 721,799 reactions and 888 catalyst types from USPTO. The task is: Predict which catalyst facilitates the given reaction. (1) Reactant: [CH2:1]([O:3][C:4]([C:6]1[C:7]2[C:22](=O)[CH:21]([C:24](=O)[CH3:25])[CH2:20][CH2:19][CH2:18][C:8]=2[N:9](C(OC(C)(C)C)=O)[CH:10]=1)=[O:5])[CH3:2].C(O)(=O)C.[CH:31]([NH2:33])=[NH:32]. Product: [CH2:1]([O:3][C:4]([C:6]1[C:7]2[C:22]3[N:32]=[CH:31][N:33]=[C:24]([CH3:25])[C:21]=3[CH2:20][CH2:19][CH2:18][C:8]=2[NH:9][CH:10]=1)=[O:5])[CH3:2]. The catalyst class is: 14. (2) Reactant: CN(CCC[N:7]1[C:17]2[CH:18]=[CH:19][CH:20]=[CH:21][C:16]=2[CH2:15][CH2:14][C:13]2[CH:12]=[CH:11][CH:10]=[CH:9][C:8]1=2)C.[CH:22]1[CH:23]=CC2[C:26](=CC(C(O)=O)=C(O)C=2CC2C(O)=C(C(O)=O)C=C3C=2C=CC=C3)[CH:27]=1. Product: [CH2:17]([NH2:7])[CH2:18][CH2:19][CH2:20][CH2:21][CH2:16][CH2:15][CH2:14][CH2:13][CH2:12][CH2:11][CH2:10][CH2:9][CH2:8][CH2:23][CH2:22][CH2:27][CH3:26]. The catalyst class is: 11. (3) Reactant: [CH2:1]([O:3][C:4]([C:6]1[N:7]([CH3:20])[CH:8]=[C:9]([C:18]#[N:19])[C:10]=1[C:11]1[CH:16]=[CH:15][C:14]([OH:17])=[CH:13][CH:12]=1)=[O:5])[CH3:2].F[C:22]1[CH:27]=[CH:26][CH:25]=[CH:24][C:23]=1[N+:28]([O-:30])=[O:29].C1OCCOCCOCCOCCOCCOC1.O. Product: [CH2:1]([O:3][C:4]([C:6]1[N:7]([CH3:20])[CH:8]=[C:9]([C:18]#[N:19])[C:10]=1[C:11]1[CH:16]=[CH:15][C:14]([O:17][C:22]2[CH:27]=[CH:26][CH:25]=[CH:24][C:23]=2[N+:28]([O-:30])=[O:29])=[CH:13][CH:12]=1)=[O:5])[CH3:2]. The catalyst class is: 291. (4) Reactant: [NH2:1][C:2]1[N:14]=[C:13]([C:15]2[C:20]([O:21][CH2:22][C:23]3[CH:28]=[CH:27][C:26]([O:29][CH3:30])=[CH:25][CH:24]=3)=[CH:19][CH:18]=[CH:17][C:16]=2[O:31][CH2:32][CH:33]2[CH2:35][CH2:34]2)[CH:12]=[C:11]([C:36]2[CH:41]=[CH:40][C:39]([N+:42]([O-])=O)=[C:38]([OH:45])[CH:37]=2)[C:3]=1[C:4]([O:6][C:7]([CH3:10])([CH3:9])[CH3:8])=[O:5].[C:46](OCC)(=O)C. Product: [NH2:1][C:2]1[N:14]=[C:13]([C:15]2[C:16]([O:31][CH2:32][CH:33]([CH3:46])[CH2:35][CH3:34])=[CH:17][CH:18]=[CH:19][C:20]=2[O:21][CH2:22][C:23]2[CH:24]=[CH:25][C:26]([O:29][CH3:30])=[CH:27][CH:28]=2)[CH:12]=[C:11]([C:36]2[CH:41]=[CH:40][C:39]([NH2:42])=[C:38]([OH:45])[CH:37]=2)[C:3]=1[C:4]([O:6][C:7]([CH3:10])([CH3:9])[CH3:8])=[O:5]. The catalyst class is: 123. (5) Product: [CH3:22][C:4]1[CH:3]=[C:2]([C:28]2[CH:27]=[CH:26][CH:25]=[C:24]([CH3:23])[CH:29]=2)[CH:7]=[CH:6][C:5]=1[CH2:8][N:9]1[CH2:14][CH2:13][N:12]([C:15]([O:17][C:18]([CH3:21])([CH3:20])[CH3:19])=[O:16])[CH2:11][CH2:10]1. Reactant: Br[C:2]1[CH:7]=[CH:6][C:5]([CH2:8][N:9]2[CH2:14][CH2:13][N:12]([C:15]([O:17][C:18]([CH3:21])([CH3:20])[CH3:19])=[O:16])[CH2:11][CH2:10]2)=[C:4]([CH3:22])[CH:3]=1.[CH3:23][C:24]1[CH:25]=[C:26](B(O)O)[CH:27]=[CH:28][CH:29]=1.C(=O)([O-])[O-].[K+].[K+].O1CCOCC1. The catalyst class is: 257. (6) Reactant: S([O-])(O)=O.[Na+].[Cl:6][C:7]1[CH:14]=[C:13]([F:15])[CH:12]=[CH:11][C:8]=1[CH:9]=O.[C-:16]#[N:17].[Na+].[CH2:19]([NH2:23])[CH:20]([CH3:22])[CH3:21]. Product: [Cl:6][C:7]1[CH:14]=[C:13]([F:15])[CH:12]=[CH:11][C:8]=1[CH:9]([NH:23][CH2:19][CH:20]([CH3:22])[CH3:21])[C:16]#[N:17]. The catalyst class is: 24. (7) Reactant: I[CH3:2].[Cl:3][C:4]1[CH:9]=[CH:8][C:7]([C:10]2[CH:11]=[N:12][C:13]([C:16]3[CH:21]=[CH:20][N:19]=[CH:18][CH:17]=3)=[N:14][CH:15]=2)=[CH:6][CH:5]=1. Product: [Cl:3][C:4]1[CH:5]=[CH:6][C:7]([C:10]2[CH:11]=[N:12][C:13]([C:16]3[CH2:21][CH2:20][N:19]([CH3:2])[CH2:18][CH:17]=3)=[N:14][CH:15]=2)=[CH:8][CH:9]=1. The catalyst class is: 147.